Dataset: Drug-target binding data from BindingDB using Ki measurements. Task: Regression. Given a target protein amino acid sequence and a drug SMILES string, predict the binding affinity score between them. We predict pKi (pKi = -log10(Ki in M); higher means stronger inhibition). Dataset: bindingdb_ki. (1) The small molecule is O=C([O-])CC1Sc2nnc(-c3cccs3)n2N=C1c1ccc(Cl)cc1. The target protein sequence is MWCLTPIRLSFPARLIPMSDFDLIVVGSGLFGLTVAERAASQLGKKVLIVEKRSHLGGNAYSEAEPETGIEIHKYGAHLFHTSNKRVWDYVNQFTAFTGYQHRVFAMHNGTAYQFPMGLGLINQFFGRYYTPDEARELIKEQSAEIDSKDATNLEEKAISLIGRPLYEAFIRDYTAKQWQTDPKELPAGNITRLPVRYNFDNRYFNDTYEGLPVDGYAQWLSNMADHENIEVRLDTDWFEVREDLRAQNPEAPVVYTGPLDRYFDYSEGHLGWRTLDFETEVLNTGDFQGTPVMNYNDAEFPYTRIHEFRHFHPEREDRHPKDKTVIMKEYSRFAEEGDEPYYPINTPSDREMLFKYRELADAETESGKVYFGGRLGTYQYLDMHMAIASALSMFDNKLVDALK. The pKi is 4.1. (2) The drug is [NH3+]C(CCC(=O)NC(CSC(=O)N(O)c1ccccc1)C(=O)NCC(=O)[O-])C(=O)[O-]. The target protein (Q16775) has sequence MVVGRGLLGRRSLAALGAACARRGLGPALLGVFCHTDLRKNLTVDEGTMKVEVLPALTDNYMYLVIDDETKEAAIVDPVQPQKVVDAARKHGVKLTTVLTTHHHWDHAGGNEKLVKLESGLKVYGGDDRIGALTHKITHLSTLQVGSLNVKCLATPCHTSGHICYFVSKPGGSEPPAVFTGDTLFVAGCGKFYEGTADEMCKALLEVLGRLPPDTRVYCGHEYTINNLKFARHVEPGNAAIREKLAWAKEKYSIGEPTVPSTLAEEFTYNPFMRVREKTVQQHAGETDPVTTMRAVRREKDQFKMPRD. The pKi is 5.0. (3) The small molecule is COc1cc(/C=C/C(=O)OCCc2ccc(O)cc2)ccc1O. The target protein (P35218) has sequence MLGRNTWKTSAFSFLVEQMWAPLWSRSMRPGRWCSQRSCAWQTSNNTLHPLWTVPVSVPGGTRQSPINIQWRDSVYDPQLKPLRVSYEAASCLYIWNTGYLFQVEFDDATEASGISGGPLENHYRLKQFHFHWGAVNEGGSEHTVDGHAYPAELHLVHWNSVKYQNYKEAVVGENGLAVIGVFLKLGAHHQTLQRLVDILPEIKHKDARAAMRPFDPSTLLPTCWDYWTYAGSLTTPPLTESVTWIIQKEPVEVAPSQLSAFRTLLFSALGEEEKMMVNNYRPLQPLMNRKVWASFQATNEGTRS. The pKi is 6.1. (4) The drug is C[N+](C)(C)CCOC(N)=O. The target protein sequence is MTLHSQSTTSPLFPQISSSWVHSPSEAGLPLGTVTQLGSYQISQETGQFSSQDTSSDPLGGHTIWQVVFIAFLTGFLALVTIIGNILVIVAFKVNKQLKTVNNYFLLSLASADLIIGVISMNLFTTYIIMNRWALGNLACDLWLSIDYVASNASVMNLLVISFDRYFSITRPLTYRAKRTTKRAGVMIGLAWVISFVLWAPAILFWQYFVGKRTVPPGECFIQFLSEPTITFGTAIAAFYMPVTIMTILYWRIYKETEKRTKELAGLQASGTEIEGRIEGRIEGRTRSQITKRKRMSLIKEKKAAQTLSAILLAFIITWTPYNIMVLVNTFADSAIPKTYWNLGYWLCYINSTVNPVAYALSNKTFRTCFKTLLLSQSDKRKRRKQQYQQRQSVIFHKRVPEQAL. The pKi is 4.7. (5) The compound is O=C(Nc1ccc(Cl)c(C(F)(F)F)c1)[C@H]1CC=C[C@H]2CCN(Cc3ccccc3)C(=O)[C@@H]12. The target protein sequence is MDSPIQIFRGEPGPTCAPSACLPPNSSAWFPGWAEPDSNGSAGSEDAQLEPAHISPAIPVIITAVYSVVFVVGLVGNSLVMFVIIRYTKMKTATNIYIFNLALADALVTTTMPFQSTVYLMNSWPFGDVLCKIVISIDYYNMFTSIFTLTMMSVDRYIAVCHPVKALDFRTPLKAKIINICIWLLSSSVGISAIVLGGTKVREDVDVIECSLQFPDDDYSWWDLFMKICVFIFAFVIPVLIIIVCYTLMILRLKSVRLLSGSREKDRNLRRITRLVLVVVAVFVVCWTPIHIFILVEALGSTSHSTAALSSYAFCIALGYTNSSLNPILYAFLDENFKRCFRDFCFPLKMRMERQSTSRVRNTVQDPAYLRDIDGMNKPV. The pKi is 5.7. (6) The small molecule is CNCCCc1cncc(CCc2cc(C)cc(N)n2)c1. The target protein sequence is MEENTFGVQQIQPNVISVRLFKRKVGGLGFLVKERVSKPPVIISDLIRGGAAEQSGLIQAGDIILAVNDRPLVDLSYDSALEVLRGIASETHVVLILRGPEGFTTHLETTFTGDGTPKTIRVTQPLGPPTKAVDLSHQPSASKDQSLAVDRVTGLGNGPQHAQGHGQGAGSVSQANGVAIDPTMKSTKANLQDIGEHDELLKEIEPVLSILNSGSKATNRGGPAKAEMKDTGIQVDRDLDGKSHKAPPLGGDNDRVFNDLWGKDNVPVVLNNPYSEKEQSPTSGKQSPTKNGSPSRCPRFLKVKNWETDVVLTDTLHLKSTLETGCTEHICMGSIVLPSQHTRKPEDVRTKDQLFPLAKEFLDQYYSSIKRFGSKAHMDRLEEVNKEIESTSTYQLKDTELIYGAKHAWRNASRCVGRIQWSKLQVFDARDCTTAHGMFNYICNHVKYATNKGNLRSAITIFPQRTDGKHDFRVWNSQLIRYAGYKQPDGSTLGDPANVQ.... The pKi is 7.2. (7) The target protein sequence is PQITLWQRPLVTIKIGGQLKEALLDTGADDTVLEEISLPGRWKPKMIGGIGGFIKVRQYDQILIEICGHKVIGTVLVGPTPVNIIGRNLLTQIGCTLNF. The drug is CC(C)(C)NC(=O)[C@@H]1CN(Cc2cccnc2)CCN1C[C@@H](O)C[C@@H](Cc1ccccc1)C(=O)N[C@H]1c2ccccc2C[C@H]1O. The pKi is 8.7.